Predict the product of the given reaction. From a dataset of Forward reaction prediction with 1.9M reactions from USPTO patents (1976-2016). (1) Given the reactants [C:1]([C:4]1[CH:5]=[C:6]([NH:10][C:11]([NH:13][C:14]2[CH:19]=[CH:18][C:17]([O:20][CH3:21])=[C:16]([C:22]3[N:23]([CH3:28])[N:24]=[CH:25][C:26]=3[Br:27])[CH:15]=2)=[O:12])[CH:7]=[CH:8][CH:9]=1)(=[O:3])[CH3:2].[BH4-].[Na+].Cl.CCOC(C)=O, predict the reaction product. The product is: [Br:27][C:26]1[CH:25]=[N:24][N:23]([CH3:28])[C:22]=1[C:16]1[CH:15]=[C:14]([NH:13][C:11]([NH:10][C:6]2[CH:7]=[CH:8][CH:9]=[C:4]([CH:1]([OH:3])[CH3:2])[CH:5]=2)=[O:12])[CH:19]=[CH:18][C:17]=1[O:20][CH3:21]. (2) Given the reactants B(C1C=CC(CCCC(O)=O)=CC=1)(O)O.[C:16]([C:18]1[CH:19]=[C:20]([NH:30][C:31](=[O:49])[CH2:32][CH2:33][CH2:34][C:35]2[CH:40]=[CH:39][C:38]([B:41]3[O:46]CC(C)(C)C[O:42]3)=[CH:37][CH:36]=2)[CH:21]=[CH:22][C:23]=1[S:24]([CH:27]([CH3:29])[CH3:28])(=[O:26])=[O:25])#[N:17].[OH-].[Na+], predict the reaction product. The product is: [C:16]([C:18]1[CH:19]=[C:20]([NH:30][C:31](=[O:49])[CH2:32][CH2:33][CH2:34][C:35]2[CH:36]=[CH:37][C:38]([B:41]([OH:42])[OH:46])=[CH:39][CH:40]=2)[CH:21]=[CH:22][C:23]=1[S:24]([CH:27]([CH3:29])[CH3:28])(=[O:26])=[O:25])#[N:17]. (3) Given the reactants [F:1][C:2]1[CH:19]=[CH:18][C:17]([F:20])=[CH:16][C:3]=1[CH2:4][N:5]1[CH2:10][CH2:9][NH:8][C:7]2[N:11]=[CH:12][C:13](I)=[CH:14][C:6]1=2.[CH2:21]([O:23][C:24](=[O:39])[C:25]1[CH:30]=[C:29](B2OC(C)(C)C(C)O2)[CH:28]=[N:27][CH:26]=1)[CH3:22], predict the reaction product. The product is: [CH2:21]([O:23][C:24](=[O:39])[C:25]1[CH:30]=[C:29]([C:13]2[CH:12]=[N:11][C:7]3[NH:8][CH2:9][CH2:10][N:5]([CH2:4][C:3]4[CH:16]=[C:17]([F:20])[CH:18]=[CH:19][C:2]=4[F:1])[C:6]=3[CH:14]=2)[CH:28]=[N:27][CH:26]=1)[CH3:22]. (4) Given the reactants [S:1]([C:5]1[CH:10]=[CH:9][C:8]([C:11]2[S:12][CH:13]=[C:14](C(O)=O)[N:15]=2)=[CH:7][CH:6]=1)(=[O:4])(=[O:3])[NH2:2].CC[N:21]([CH2:24]C)CC.C1C=CC(P(N=[N+]=[N-])(C2C=CC=CC=2)=[O:33])=CC=1.[CH2:43]([C:46]1[N:51]=[C:50]([NH2:52])[CH:49]=[CH:48][CH:47]=1)[CH2:44][CH3:45], predict the reaction product. The product is: [CH2:43]([C:46]1[N:51]=[C:50]([NH:52][C:24](=[O:33])[NH:21][C:14]2[N:15]=[C:11]([C:8]3[CH:7]=[CH:6][C:5]([S:1]([NH2:2])(=[O:3])=[O:4])=[CH:10][CH:9]=3)[S:12][CH:13]=2)[CH:49]=[CH:48][CH:47]=1)[CH2:44][CH3:45]. (5) Given the reactants [CH2:1]([O:5][C:6]1[C:11]2[C:12]([O:15][CH2:16][CH:17]3[CH2:22][CH2:21][N:20]([CH2:23][C:24]4([OH:30])[CH2:29][CH2:28][O:27][CH2:26][CH2:25]4)[CH2:19][CH2:18]3)=[N:13][O:14][C:10]=2[CH:9]=[CH:8][CH:7]=1)[CH:2]([CH3:4])[CH3:3].O.[C:32]1([CH3:42])[CH:37]=[CH:36][C:35]([S:38]([OH:41])(=[O:40])=[O:39])=[CH:34][CH:33]=1, predict the reaction product. The product is: [C:32]1([CH3:42])[CH:33]=[CH:34][C:35]([S:38]([O-:41])(=[O:39])=[O:40])=[CH:36][CH:37]=1.[OH:30][C:24]1([CH2:23][NH+:20]2[CH2:19][CH2:18][CH:17]([CH2:16][O:15][C:12]3[C:11]4[C:6]([O:5][CH2:1][CH:2]([CH3:4])[CH3:3])=[CH:7][CH:8]=[CH:9][C:10]=4[O:14][N:13]=3)[CH2:22][CH2:21]2)[CH2:29][CH2:28][O:27][CH2:26][CH2:25]1.